This data is from Reaction yield outcomes from USPTO patents with 853,638 reactions. The task is: Predict the reaction yield, written as a fraction of the theoretical maximum amount of product (1.0 means a 100% yield; for example, 0.34 means a 34% yield). The reactants are C([SiH2]OC(C)(C)C1C=C([CH:14]([C:17]2[C:22]([CH:23]([CH3:25])[CH3:24])=[C:21]([O:26][CH2:27][C:28]3[CH:33]=[CH:32][C:31]([O:34][CH3:35])=[CH:30][CH:29]=3)[N:20]=[C:19]([O:36][CH2:37][C:38]3[CH:43]=[CH:42][C:41]([O:44][CH3:45])=[CH:40][CH:39]=3)[N:18]=2)C#N)C=CC=1)(C)(C)C.[H-].[Na+].[OH2:50].[C:51]1([CH3:61])[CH:56]=[CH:55][C:54](S(O)(=O)=O)=[CH:53][CH:52]=1.C[OH:63]. The catalyst is CN(C=O)C. The product is [OH:50][CH2:61][C:51]1[CH:56]=[C:55]([C:14]([C:17]2[C:22]([CH:23]([CH3:24])[CH3:25])=[C:21]([O:26][CH2:27][C:28]3[CH:29]=[CH:30][C:31]([O:34][CH3:35])=[CH:32][CH:33]=3)[N:20]=[C:19]([O:36][CH2:37][C:38]3[CH:39]=[CH:40][C:41]([O:44][CH3:45])=[CH:42][CH:43]=3)[N:18]=2)=[O:63])[CH:54]=[CH:53][CH:52]=1. The yield is 0.400.